Dataset: Catalyst prediction with 721,799 reactions and 888 catalyst types from USPTO. Task: Predict which catalyst facilitates the given reaction. (1) Reactant: [OH:1][C:2]1[CH:11]=[C:10]2[C:5]([CH2:6][CH2:7][CH:8]([C:12]([O:14][CH2:15][CH3:16])=[O:13])[O:9]2)=[CH:4][CH:3]=1.N1C=CC=CC=1.[F:23][C:24]([F:37])([F:36])[S:25](O[S:25]([C:24]([F:37])([F:36])[F:23])(=[O:27])=[O:26])(=[O:27])=[O:26].Cl. Product: [F:23][C:24]([F:37])([F:36])[S:25]([O:1][C:2]1[CH:11]=[C:10]2[C:5]([CH2:6][CH2:7][CH:8]([C:12]([O:14][CH2:15][CH3:16])=[O:13])[O:9]2)=[CH:4][CH:3]=1)(=[O:27])=[O:26]. The catalyst class is: 2. (2) Reactant: [F:1][C:2]([F:54])([F:53])[C:3]([C:18]1[C:19]([CH2:50][CH2:51][CH3:52])=[CH:20][C:21]([N:24]2[CH2:29][CH2:28][N:27]([CH2:30][CH2:31][N:32]3[C:36](=[O:37])[C:35]([C:39]4[CH:44]=[CH:43][C:42]([O:45][CH:46]([CH3:48])[CH3:47])=[CH:41][CH:40]=4)([CH3:38])[NH:34][C:33]3=[O:49])[CH2:26][CH2:25]2)=[N:22][CH:23]=1)([O:8]CC1C=CC(OC)=CC=1)[C:4]([F:7])([F:6])[F:5]. The catalyst class is: 586. Product: [F:7][C:4]([F:5])([F:6])[C:3]([C:18]1[C:19]([CH2:50][CH2:51][CH3:52])=[CH:20][C:21]([N:24]2[CH2:29][CH2:28][N:27]([CH2:30][CH2:31][N:32]3[C:36](=[O:37])[C:35]([C:39]4[CH:40]=[CH:41][C:42]([O:45][CH:46]([CH3:47])[CH3:48])=[CH:43][CH:44]=4)([CH3:38])[NH:34][C:33]3=[O:49])[CH2:26][CH2:25]2)=[N:22][CH:23]=1)([OH:8])[C:2]([F:53])([F:1])[F:54].